Dataset: Forward reaction prediction with 1.9M reactions from USPTO patents (1976-2016). Task: Predict the product of the given reaction. The product is: [NH2:1][C:2]1[C:3]([F:23])=[CH:4][C:5]([Cl:22])=[C:6]([C:8]2[C:9](=[O:21])[N:10]([CH2:19][CH3:20])[C:11]3[C:16]([CH:17]=2)=[CH:15][N:14]=[C:13]([NH:31][CH2:27][CH2:26][N:25]([CH3:29])[CH3:24])[CH:12]=3)[CH:7]=1. Given the reactants [NH2:1][C:2]1[C:3]([F:23])=[CH:4][C:5]([Cl:22])=[C:6]([C:8]2[C:9](=[O:21])[N:10]([CH2:19][CH3:20])[C:11]3[C:16]([CH:17]=2)=[CH:15][N:14]=[C:13](Cl)[CH:12]=3)[CH:7]=1.[CH3:24][N:25]([CH3:29])[CH:26](N)[CH3:27].C[N:31](C=O)C, predict the reaction product.